This data is from Full USPTO retrosynthesis dataset with 1.9M reactions from patents (1976-2016). The task is: Predict the reactants needed to synthesize the given product. (1) Given the product [OH:1][C:2]1[CH:7]=[CH:6][C:5]([CH2:8][CH2:9][Br:11])=[CH:4][CH:3]=1, predict the reactants needed to synthesize it. The reactants are: [OH:1][C:2]1[CH:7]=[CH:6][C:5]([CH2:8][CH2:9]O)=[CH:4][CH:3]=1.[BrH:11]. (2) Given the product [CH3:1][O:2][C:3]1[C:8]2[O:9][CH2:10][CH2:11][O:12][C:7]=2[C:6]([C:13]2[CH2:16][CH2:32][CH:31]([C:30]#[N:29])[CH2:15][CH:14]=2)=[CH:5][CH:4]=1, predict the reactants needed to synthesize it. The reactants are: [CH3:1][O:2][C:3]1[C:8]2[O:9][CH2:10][CH2:11][O:12][C:7]=2[C:6]([C:13](O)([CH3:16])[CH:14]=[CH2:15])=[CH:5][CH:4]=1.C1(C)C=CC(S([O-])(=O)=O)=CC=1.[NH+:29]1C=C[CH:32]=[CH:31][CH:30]=1. (3) Given the product [CH2:16]([O:10][C:8]1[C:7]([N+:11]([O-:13])=[O:12])=[CH:6][C:3]([CH:4]=[O:5])=[C:2]([F:1])[CH:9]=1)[CH:15]=[CH2:14], predict the reactants needed to synthesize it. The reactants are: [F:1][C:2]1[CH:9]=[C:8]([OH:10])[C:7]([N+:11]([O-:13])=[O:12])=[CH:6][C:3]=1[CH:4]=[O:5].[CH2:14](O)[CH:15]=[CH2:16]. (4) Given the product [C:8]1([C:24]2[CH:29]=[CH:28][CH:27]=[CH:26][CH:25]=2)[CH:9]=[C:10]([C:19]([O:21][CH2:22][CH3:23])=[O:20])[CH:11]=[C:12]([C:13]([O:15][CH2:16][CH3:17])=[O:14])[CH:18]=1, predict the reactants needed to synthesize it. The reactants are: C([O-])([O-])=O.[Na+].[Na+].Br[C:8]1[CH:9]=[C:10]([C:19]([O:21][CH2:22][CH3:23])=[O:20])[CH:11]=[C:12]([CH:18]=1)[C:13]([O:15][CH2:16][CH3:17])=[O:14].[C:24]1(B(O)O)[CH:29]=[CH:28][CH:27]=[CH:26][CH:25]=1. (5) Given the product [S:1]1[C:5]2[CH:6]=[CH:7][CH:8]=[CH:9][C:4]=2[N:3]=[C:2]1[C:10]1[C:15](=[O:16])[NH:14][C:13]([CH2:18][CH3:19])=[N:12][C:11]=1[NH:20][C@@H:21]1[CH2:22][C@H:23]([CH2:31][OH:32])[C@@H:24]([OH:28])[C@H:25]1[OH:26], predict the reactants needed to synthesize it. The reactants are: [S:1]1[C:5]2[CH:6]=[CH:7][CH:8]=[CH:9][C:4]=2[N:3]=[C:2]1[C:10]1[C:11]([NH:20][C@H:21]2[C@@H:25]3[O:26]C(C)(C)[O:28][C@@H:24]3[C@@H:23]([CH2:31][OH:32])[CH2:22]2)=[N:12][C:13]([CH2:18][CH3:19])=[N:14][C:15]=1[O:16]C.Cl. (6) Given the product [C:45]([O:44][C@@H:39]([C:4]1[C:3]([CH3:49])=[C:2]([CH:59]=[CH2:64])[C:31]2=[N:32][C:28]3=[CH:29][N:30]2[C:5]=1[N:6]1[CH2:7][CH2:8][C:51]([CH3:52])([O:10][CH2:11][CH2:12][CH2:13][CH2:14][C@H:15]([CH3:35])[O:16][C:17]2[CH:18]=[CH:19][C:20]([F:34])=[CH:21][C:22]=2[C:23]2[CH:33]=[C:27]3[CH:26]=[CH:25][CH:24]=2)[CH2:36][CH2:37]1)[C:40]([O:42][CH3:43])=[O:41])([CH3:48])([CH3:46])[CH3:47], predict the reactants needed to synthesize it. The reactants are: Br[C:2]1[C:31]2=[N:32][C:28]3=[CH:29][N:30]2[C:5]([N:6]2[CH2:37][CH2:36]C(C)([O:10][CH2:11][CH2:12][CH2:13][CH2:14][C@H:15]([CH3:35])[O:16][C:17]4[CH:18]=[CH:19][C:20]([F:34])=[CH:21][C:22]=4[C:23]4[CH:33]=[C:27]3[CH:26]=[CH:25][CH:24]=4)[CH2:8][CH2:7]2)=[C:4]([C@H:39]([O:44][C:45]([CH3:48])([CH3:47])[CH3:46])[C:40]([O:42][CH3:43])=[O:41])[C:3]=1[CH3:49].[B-](F)(F)(F)[CH:51]=[CH2:52].[K+].CO[C:59]1C=CC=C(OC)[C:64]=1C1C=CC=CC=1P(C1CCCCC1)C1CCCCC1.C(=O)([O-])[O-].[Cs+].[Cs+]. (7) Given the product [CH:8]1([N:13]2[C:17]3[N:18]=[C:19]([NH:22][C:28]4[CH:29]=[CH:30][C:31]([CH2:34][N:35]5[CH2:40][CH2:39][NH:38][CH2:37][CH2:36]5)=[CH:32][N:33]=4)[N:20]=[CH:21][C:16]=3[C:15]3[CH:23]=[CH:24][N:25]=[CH:26][C:14]2=3)[CH2:9][CH2:10][CH2:11][CH2:12]1, predict the reactants needed to synthesize it. The reactants are: C(O)(C(F)(F)F)=O.[CH:8]1([N:13]2[C:17]3[N:18]=[C:19]([NH2:22])[N:20]=[CH:21][C:16]=3[C:15]3[CH:23]=[CH:24][N:25]=[CH:26][C:14]2=3)[CH2:12][CH2:11][CH2:10][CH2:9]1.Cl[C:28]1[N:33]=[CH:32][C:31]([CH2:34][N:35]2[CH2:40][CH2:39][N:38](C(OC(C)(C)C)=O)[CH2:37][CH2:36]2)=[CH:30][CH:29]=1.